From a dataset of Full USPTO retrosynthesis dataset with 1.9M reactions from patents (1976-2016). Predict the reactants needed to synthesize the given product. (1) Given the product [CH3:1][C:2]1[N:7]=[C:6]([NH:8][C:9]([NH2:18])=[NH:10])[CH:5]=[CH:4][C:3]=1[S:26][CH3:27], predict the reactants needed to synthesize it. The reactants are: [CH3:1][C:2]1[N:7]=[C:6]([NH:8]/[C:9](/[NH:18]C(=O)OC(C)(C)C)=[N:10]/C(=O)OC(C)(C)C)[CH:5]=[CH:4][C:3]=1[S:26][CH3:27]. (2) Given the product [CH2:12]([O:11][C:9](=[O:10])[CH2:8][CH:5]1[CH2:6][CH2:7][CH:2]([I:14])[CH2:3][CH2:4]1)[CH3:13], predict the reactants needed to synthesize it. The reactants are: O[CH:2]1[CH2:7][CH2:6][CH:5]([CH2:8][C:9]([O:11][CH2:12][CH3:13])=[O:10])[CH2:4][CH2:3]1.[I:14]I.N1C=CN=C1.C1(P(C2C=CC=CC=2)C2C=CC=CC=2)C=CC=CC=1. (3) Given the product [F:14][C:7]([F:15])([C:8]1[CH:13]=[CH:12][CH:11]=[CH:10][CH:9]=1)[CH2:6][CH2:5][OH:4], predict the reactants needed to synthesize it. The reactants are: C([O:4][CH2:5][CH2:6][C:7]([F:15])([F:14])[C:8]1[CH:13]=[CH:12][CH:11]=[CH:10][CH:9]=1)(=O)C.[OH-].[Na+]. (4) The reactants are: [Cl:1][C:2]1[N:3]=[C:4](Cl)[C:5]2[S:10][CH:9]=[C:8]([CH:11]([CH3:13])[CH3:12])[C:6]=2[N:7]=1.[CH3:15][NH2:16]. Given the product [Cl:1][C:2]1[N:3]=[C:4]([NH:16][CH3:15])[C:5]2[S:10][CH:9]=[C:8]([CH:11]([CH3:13])[CH3:12])[C:6]=2[N:7]=1, predict the reactants needed to synthesize it. (5) The reactants are: [F:1][C:2]1[CH:7]=[CH:6][CH:5]=[C:4]([F:8])[C:3]=1[N:9]1[C:14]2[N:15]=[C:16](S(C)(=O)=O)[N:17]=[C:18]([C:19]3[CH:20]=[C:21]([NH:26][C:27]([C:29]4[S:30][CH:31]=[CH:32][CH:33]=4)=[O:28])[CH:22]=[CH:23][C:24]=3[CH3:25])[C:13]=2[CH:12]=[CH:11][C:10]1=[O:38].[NH2:39][CH:40]1[CH2:45][CH2:44][N:43](C(OC(C)(C)C)=O)[CH2:42][CH2:41]1. Given the product [F:8][C:4]1[CH:5]=[CH:6][CH:7]=[C:2]([F:1])[C:3]=1[N:9]1[C:14]2[N:15]=[C:16]([NH:39][CH:40]3[CH2:45][CH2:44][NH:43][CH2:42][CH2:41]3)[N:17]=[C:18]([C:19]3[CH:20]=[C:21]([NH:26][C:27]([C:29]4[S:30][CH:31]=[CH:32][CH:33]=4)=[O:28])[CH:22]=[CH:23][C:24]=3[CH3:25])[C:13]=2[CH:12]=[CH:11][C:10]1=[O:38], predict the reactants needed to synthesize it. (6) Given the product [CH3:1][C:2]1[C:6]2[CH:7]=[CH:8][C:9]([C:11]([F:14])([F:12])[F:13])=[CH:10][C:5]=2[O:4][C:3]=1[CH:15]([CH2:22][CH2:23][CH2:24][CH3:25])[CH2:16][CH2:17][OH:18], predict the reactants needed to synthesize it. The reactants are: [CH3:1][C:2]1[C:6]2[CH:7]=[CH:8][C:9]([C:11]([F:14])([F:13])[F:12])=[CH:10][C:5]=2[O:4][C:3]=1[CH:15]([CH2:22][CH2:23][CH2:24][CH3:25])[CH2:16][C:17](OCC)=[O:18].[H-].C([Al+]CC(C)C)C(C)C.O.